From a dataset of Forward reaction prediction with 1.9M reactions from USPTO patents (1976-2016). Predict the product of the given reaction. (1) Given the reactants [F:1][C:2]([F:13])([F:12])[O:3][C:4]1[CH:11]=[CH:10][C:7]([CH:8]=O)=[CH:6][CH:5]=1.[CH3:14][C:15]1([CH3:23])[O:22][C:20](=[O:21])[CH2:19][C:17](=[O:18])[O:16]1.C([O-])(=O)C.[NH2+]1CCCCC1.[Na].Cl, predict the reaction product. The product is: [CH3:14][C:15]1([CH3:23])[O:22][C:20](=[O:21])[CH:19]([CH2:8][C:7]2[CH:10]=[CH:11][C:4]([O:3][C:2]([F:13])([F:12])[F:1])=[CH:5][CH:6]=2)[C:17](=[O:18])[O:16]1. (2) Given the reactants [Cl:1][C:2]1[N:6]([C:7]2[N:11]([CH3:12])[N:10]=[CH:9][C:8]=2[Cl:13])[CH:5]=[C:4]([C:14]([NH:16][C@@H:17]([CH2:30][C:31]2[CH:36]=[CH:35][CH:34]=[C:33]([F:37])[CH:32]=2)[CH2:18][N:19]2C(=O)C3C(=CC=CC=3)C2=O)=[O:15])[CH:3]=1.NN, predict the reaction product. The product is: [NH2:19][CH2:18][C@@H:17]([NH:16][C:14]([C:4]1[CH:3]=[C:2]([Cl:1])[N:6]([C:7]2[N:11]([CH3:12])[N:10]=[CH:9][C:8]=2[Cl:13])[CH:5]=1)=[O:15])[CH2:30][C:31]1[CH:36]=[CH:35][CH:34]=[C:33]([F:37])[CH:32]=1. (3) Given the reactants C([O:5][C:6](=[O:43])[CH2:7][CH2:8][C@H:9]([NH:13][C:14]([C:16]1[CH:20]=[C:19]([O:21][CH2:22][C:23]([N:25]2[CH2:29][CH2:28][CH2:27][C@H:26]2[C:30](=[O:36])[NH:31][CH:32]2[CH2:35][CH2:34][CH2:33]2)=[O:24])[N:18]([C:37]2[CH:42]=[CH:41][CH:40]=[CH:39][CH:38]=2)[N:17]=1)=[O:15])[C:10](O)=[O:11])(C)(C)C.CCN(C(C)C)C(C)C.CN(C(ON1N=NC2C=CC=NC1=2)=[N+](C)C)C.F[P-](F)(F)(F)(F)F.[CH2:77]([O:79][C:80]([N:82]1[CH2:87][CH2:86][NH:85][CH2:84][C@H:83]1[CH3:88])=[O:81])[CH3:78], predict the reaction product. The product is: [CH2:77]([O:79][C:80]([N:82]1[CH2:87][CH2:86][N:85]([C:10](=[O:11])[C@@H:9]([NH:13][C:14]([C:16]2[CH:20]=[C:19]([O:21][CH2:22][C:23]([N:25]3[CH2:29][CH2:28][CH2:27][C@H:26]3[C:30](=[O:36])[NH:31][CH:32]3[CH2:33][CH2:34][CH2:35]3)=[O:24])[N:18]([C:37]3[CH:38]=[CH:39][CH:40]=[CH:41][CH:42]=3)[N:17]=2)=[O:15])[CH2:8][CH2:7][C:6]([OH:43])=[O:5])[CH2:84][C@H:83]1[CH3:88])=[O:81])[CH3:78]. (4) The product is: [F:38][C:35]([F:36])([F:37])[C:32]1[CH:31]=[CH:30][C:29]([C:16]2[N:15]=[C:14]([C:11]3[CH2:12][CH2:13][NH:8][CH2:9][CH:10]=3)[NH:18][C:17]=2[C:19]2[CH:20]=[CH:21][C:22]([C:25]([F:27])([F:28])[F:26])=[CH:23][CH:24]=2)=[CH:34][CH:33]=1. Given the reactants C(OC([N:8]1[CH2:13][CH:12]=[C:11]([C:14]2[NH:15][C:16]([C:29]3[CH:34]=[CH:33][C:32]([C:35]([F:38])([F:37])[F:36])=[CH:31][CH:30]=3)=[C:17]([C:19]3[CH:24]=[CH:23][C:22]([C:25]([F:28])([F:27])[F:26])=[CH:21][CH:20]=3)[N:18]=2)[CH2:10][CH2:9]1)=O)(C)(C)C.C(O)(C(F)(F)F)=O, predict the reaction product. (5) The product is: [C:26]([C:2]1[CH:3]=[C:4]([C@H:8]([NH:23][CH3:24])[CH2:9][N:10]2[CH2:14][CH2:13][C@H:12]([O:15][Si:16]([C:19]([CH3:20])([CH3:22])[CH3:21])([CH3:17])[CH3:18])[CH2:11]2)[CH:5]=[CH:6][CH:7]=1)#[C:25][CH2:30][CH3:29]. Given the reactants Br[C:2]1[CH:3]=[C:4]([C@H:8]([NH:23][CH3:24])[CH2:9][N:10]2[CH2:14][CH2:13][C@H:12]([O:15][Si:16]([C:19]([CH3:22])([CH3:21])[CH3:20])([CH3:18])[CH3:17])[CH2:11]2)[CH:5]=[CH:6][CH:7]=1.[CH:25]1[CH:30]=[CH:29]C(P([C:25]2[CH:26]=CC=[CH:29][CH:30]=2)[C:25]2[CH:26]=CC=[CH:29][CH:30]=2)=C[CH:26]=1.C#CCC, predict the reaction product.